From a dataset of Reaction yield outcomes from USPTO patents with 853,638 reactions. Predict the reaction yield, written as a fraction of the theoretical maximum amount of product (1.0 means a 100% yield; for example, 0.34 means a 34% yield). (1) The product is [CH2:28]([NH:27][C:25](=[O:26])[C:24]1[CH:35]=[CH:36][N:37]=[C:22]([NH:21][C:16](=[O:17])[C:15]2[CH:19]=[CH:20][C:12]([F:11])=[CH:13][CH:14]=2)[CH:23]=1)[C:29]1[CH:34]=[CH:33][CH:32]=[CH:31][CH:30]=1. The reactants are FC1C=CC=CC=1C(Cl)=O.[F:11][C:12]1[CH:20]=[CH:19][C:15]([C:16](Cl)=[O:17])=[CH:14][CH:13]=1.[NH2:21][C:22]1[CH:23]=[C:24]([CH:35]=[CH:36][N:37]=1)[C:25]([NH:27][CH2:28][C:29]1[CH:34]=[CH:33][CH:32]=[CH:31][CH:30]=1)=[O:26]. No catalyst specified. The yield is 0.270. (2) The reactants are [CH:1]1[C:9]2[C:8]3[CH:10]=[CH:11][CH:12]=[CH:13][C:7]=3[O:6][C:5]=2[C:4](B(O)O)=[CH:3][CH:2]=1.Br[C:18]1[CH:23]=[CH:22][C:21]([N+:24]([O-:26])=[O:25])=[CH:20][CH:19]=1.C(=O)([O-])[O-].[Na+].[Na+]. The catalyst is C1(C)C=CC=CC=1.O.C1C=CC([P]([Pd]([P](C2C=CC=CC=2)(C2C=CC=CC=2)C2C=CC=CC=2)([P](C2C=CC=CC=2)(C2C=CC=CC=2)C2C=CC=CC=2)[P](C2C=CC=CC=2)(C2C=CC=CC=2)C2C=CC=CC=2)(C2C=CC=CC=2)C2C=CC=CC=2)=CC=1. The product is [N+:24]([C:21]1[CH:22]=[CH:23][C:18]([C:4]2[C:5]3[O:6][C:7]4[CH:13]=[CH:12][CH:11]=[CH:10][C:8]=4[C:9]=3[CH:1]=[CH:2][CH:3]=2)=[CH:19][CH:20]=1)([O-:26])=[O:25]. The yield is 0.580.